This data is from Forward reaction prediction with 1.9M reactions from USPTO patents (1976-2016). The task is: Predict the product of the given reaction. Given the reactants [NH:1]1[CH2:4][CH:3]([C:5]2[CH:6]=[N:7][CH:8]=[CH:9][CH:10]=2)[CH2:2]1.C(N(C(C)C)CC)(C)C.[N:20]([C:23]1[CH:32]=[CH:31][C:26]([C:27]([O:29][CH3:30])=[O:28])=[CH:25][CH:24]=1)=[C:21]=[O:22], predict the reaction product. The product is: [N:7]1[CH:8]=[CH:9][CH:10]=[C:5]([CH:3]2[CH2:4][N:1]([C:21]([NH:20][C:23]3[CH:32]=[CH:31][C:26]([C:27]([O:29][CH3:30])=[O:28])=[CH:25][CH:24]=3)=[O:22])[CH2:2]2)[CH:6]=1.